Predict the product of the given reaction. From a dataset of Forward reaction prediction with 1.9M reactions from USPTO patents (1976-2016). (1) Given the reactants C(O)(=O)C.C(O)(=O)C.I(C1C=CC=CC=1)=O.[CH3:17][S:18][C:19]1[CH:24]=[CH:23][C:22]([N+:25]([O-:27])=[O:26])=[CH:21][CH:20]=1.[CH3:28][C:29]1[CH:30]=[CH:31][C:32]([S:35]([NH2:38])(=[O:37])=[O:36])=[N:33][CH:34]=1.[O-2].[Mg+2], predict the reaction product. The product is: [CH3:17][S:18]([C:19]1[CH:20]=[CH:21][C:22]([N+:25]([O-:27])=[O:26])=[CH:23][CH:24]=1)=[N:38][S:35]([C:32]1[CH:31]=[CH:30][C:29]([CH3:28])=[CH:34][N:33]=1)(=[O:37])=[O:36]. (2) Given the reactants [Br:1][C:2]1[CH:3]=[C:4]([S:8](Cl)(=[O:10])=[O:9])[CH:5]=[CH:6][CH:7]=1.[CH:12]([N:15]([CH2:19][CH3:20])[CH:16]([CH3:18])C)([CH3:14])C.[CH2:21]([N:23](CC)CC(N)C)C, predict the reaction product. The product is: [Br:1][C:2]1[CH:3]=[C:4]([S:8]([NH:23][CH2:21][CH2:20][CH2:19][N:15]([CH2:12][CH3:14])[CH2:16][CH3:18])(=[O:10])=[O:9])[CH:5]=[CH:6][CH:7]=1. (3) Given the reactants [F:1][C:2]([F:18])([F:17])[C:3]1[CH:8]=[C:7]([C:9]2[CH:14]=[CH:13][C:12]([CH2:15][NH2:16])=[CH:11][N:10]=2)[CH:6]=[CH:5][N:4]=1.[N:19]1[CH:24]=[CH:23][N:22]=[CH:21][C:20]=1[C:25]1[CH:33]=[CH:32][C:28]([C:29](O)=[O:30])=[CH:27][CH:26]=1.[CH3:34]N(C(ON1N=NC2C=CC=NC1=2)=[N+](C)C)C.F[P-](F)(F)(F)(F)F.CCN(C(C)C)C(C)C, predict the reaction product. The product is: [CH3:34][C:14]1[C:9]([C:7]2[CH:6]=[CH:5][N:4]=[C:3]([C:2]([F:1])([F:17])[F:18])[CH:8]=2)=[N:10][CH:11]=[C:12]([CH2:15][NH:16][C:29](=[O:30])[C:28]2[CH:32]=[CH:33][C:25]([C:20]3[CH:21]=[N:22][CH:23]=[CH:24][N:19]=3)=[CH:26][CH:27]=2)[CH:13]=1. (4) Given the reactants Br[CH2:2][CH2:3][F:4].[Cl:5][C:6]1[C:14]([CH3:15])=[N:13][C:12]2[N:8]([N:9]=[C:10]3[CH2:18][N:17]([C:19]([C:21]4[CH:26]=[CH:25][C:24]([F:27])=[CH:23][C:22]=4[O:28][CH:29]4[CH2:34][CH2:33][NH:32][CH2:31][CH2:30]4)=[O:20])[CH2:16][C:11]3=2)[C:7]=1[CH3:35].C([O-])(O)=O.[Na+], predict the reaction product. The product is: [Cl:5][C:6]1[C:14]([CH3:15])=[N:13][C:12]2[N:8]([N:9]=[C:10]3[CH2:18][N:17]([C:19]([C:21]4[CH:26]=[CH:25][C:24]([F:27])=[CH:23][C:22]=4[O:28][CH:29]4[CH2:34][CH2:33][N:32]([CH2:2][CH2:3][F:4])[CH2:31][CH2:30]4)=[O:20])[CH2:16][C:11]3=2)[C:7]=1[CH3:35]. (5) Given the reactants C1COC2C=[CH:6][C:5]([NH:11][C:12]3[C:17]([F:18])=[CH:16][N:15]=[C:14]([NH:19][C:20]4[CH:25]=[CH:24][CH:23]=[C:22]([OH:26])[CH:21]=4)[N:13]=3)=CC=2O1.ClC1N=C(NCC[S:37][CH2:38][C:39]2[C:44]([F:45])=[CH:43][CH:42]=[CH:41][C:40]=2[Cl:46])C(F)=CN=1.NC1C=C(O)C=CC=1, predict the reaction product. The product is: [Cl:46][C:40]1[CH:41]=[CH:42][CH:43]=[C:44]([F:45])[C:39]=1[CH2:38][S:37][CH2:6][CH2:5][NH:11][C:12]1[C:17]([F:18])=[CH:16][N:15]=[C:14]([NH:19][C:20]2[CH:25]=[CH:24][CH:23]=[C:22]([OH:26])[CH:21]=2)[N:13]=1. (6) Given the reactants C(OC([N:8]1[C@H:12]([CH2:13][F:14])[C@@H:11]([C:15]2[CH:20]=[CH:19][C:18]([C:21]3[CH:22]=[N:23][C:24]([CH2:27][NH:28][CH2:29][CH3:30])=[CH:25][CH:26]=3)=[CH:17][CH:16]=2)[O:10]C1(C)C)=O)(C)(C)C.FC(F)(F)C(O)=O, predict the reaction product. The product is: [NH2:8][C@H:12]([CH2:13][F:14])[C@H:11]([C:15]1[CH:16]=[CH:17][C:18]([C:21]2[CH:22]=[N:23][C:24]([CH2:27][NH:28][CH2:29][CH3:30])=[CH:25][CH:26]=2)=[CH:19][CH:20]=1)[OH:10].